This data is from Reaction yield outcomes from USPTO patents with 853,638 reactions. The task is: Predict the reaction yield, written as a fraction of the theoretical maximum amount of product (1.0 means a 100% yield; for example, 0.34 means a 34% yield). (1) The reactants are [NH2:1][C:2]1[CH:7]=[CH:6][C:5]([NH:8][C:9]2[N:14]=[CH:13][C:12]([CH2:15][C:16]([NH2:18])=[O:17])=[C:11]([NH:19][CH2:20][C:21]3[CH:26]=[CH:25][CH:24]=[CH:23][CH:22]=3)[CH:10]=2)=[CH:4][CH:3]=1.C(N(CC)CC)C.[CH2:34]([N:36]([CH2:40][CH3:41])[C:37](Cl)=[O:38])[CH3:35].O. The catalyst is C(Cl)Cl.O1CCCC1. The product is [CH2:20]([NH:19][C:11]1[CH:10]=[C:9]([NH:8][C:5]2[CH:4]=[CH:3][C:2]([NH:1][C:37](=[O:38])[N:36]([CH2:40][CH3:41])[CH2:34][CH3:35])=[CH:7][CH:6]=2)[N:14]=[CH:13][C:12]=1[CH2:15][C:16]([NH2:18])=[O:17])[C:21]1[CH:22]=[CH:23][CH:24]=[CH:25][CH:26]=1. The yield is 0.690. (2) The reactants are Br[C:2]1[CH:7]=[CH:6][C:5]([C:8]([OH:11])([CH3:10])[CH3:9])=[CH:4][CH:3]=1.[B:12]1([B:12]2[O:16][C:15]([CH3:18])([CH3:17])[C:14]([CH3:20])([CH3:19])[O:13]2)[O:16][C:15]([CH3:18])([CH3:17])[C:14]([CH3:20])([CH3:19])[O:13]1.CC([O-])=O.[K+]. The catalyst is C1C=CC(P(C2C=CC=CC=2)[C-]2C=CC=C2)=CC=1.C1C=CC(P(C2C=CC=CC=2)[C-]2C=CC=C2)=CC=1.Cl[Pd]Cl.[Fe+2].C(Cl)Cl.CS(C)=O. The product is [CH3:19][C:14]1([CH3:20])[C:15]([CH3:18])([CH3:17])[O:16][B:12]([C:2]2[CH:7]=[CH:6][C:5]([C:8]([OH:11])([CH3:10])[CH3:9])=[CH:4][CH:3]=2)[O:13]1. The yield is 0.450. (3) The reactants are [C:1]([O:5][C:6](=[O:26])[NH:7][C:8]1[CH:9]=[C:10]2[CH:16]=[CH:15][N:14]([S:17]([C:20]3[CH:25]=[CH:24][CH:23]=[CH:22][CH:21]=3)(=[O:19])=[O:18])[C:11]2=[N:12][CH:13]=1)([CH3:4])([CH3:3])[CH3:2].C([N-][CH:31]([CH3:33])[CH3:32])(C)C.[Li+].C([Li])C[CH2:37][CH3:38].CCCCCC.C(NC(C)C)(C)C.[CH:53]1([CH:58]=[O:59])CCCC1. The catalyst is O1CCCC1. The product is [C:1]([O:5][C:6](=[O:26])[NH:7][C:8]1[CH:9]=[C:10]2[CH:16]=[C:15]([CH:58]([OH:59])[CH2:53][CH:32]3[CH2:31][CH2:33][CH2:38][CH2:37]3)[N:14]([S:17]([C:20]3[CH:25]=[CH:24][CH:23]=[CH:22][CH:21]=3)(=[O:19])=[O:18])[C:11]2=[N:12][CH:13]=1)([CH3:4])([CH3:2])[CH3:3]. The yield is 0.440. (4) The reactants are [Br:1][C:2]1[C:3](F)=[C:4]2[C:10]([NH:11][C:12](=[O:15])[CH2:13][OH:14])=[CH:9][NH:8][C:5]2=[N:6][CH:7]=1.[NH:17]1[CH2:21][CH2:20][C@@H:19]([NH:22][C:23](=[O:29])[O:24][C:25]([CH3:28])([CH3:27])[CH3:26])[CH2:18]1.CCN(C(C)C)C(C)C.CC#N.O. The catalyst is CCCCO. The product is [Br:1][C:2]1[C:3]([N:17]2[CH2:21][CH2:20][C@@H:19]([NH:22][C:23](=[O:29])[O:24][C:25]([CH3:27])([CH3:26])[CH3:28])[CH2:18]2)=[C:4]2[C:10]([NH:11][C:12](=[O:15])[CH2:13][OH:14])=[CH:9][NH:8][C:5]2=[N:6][CH:7]=1. The yield is 0.480. (5) The reactants are [C:1]([O:5][C:6]([N:8]1[CH2:13][CH2:12][CH:11]([CH2:14]O)[CH2:10][CH2:9]1)=[O:7])([CH3:4])([CH3:3])[CH3:2].O.C(=O)([O-])O.[Na+].C(OCC)(=O)C.COCCN(S(F)(F)[F:38])CCOC. The catalyst is ClCCl.O1CCCC1. The product is [C:1]([O:5][C:6]([N:8]1[CH2:13][CH2:12][CH:11]([CH2:14][F:38])[CH2:10][CH2:9]1)=[O:7])([CH3:4])([CH3:3])[CH3:2]. The yield is 0.510.